This data is from NCI-60 drug combinations with 297,098 pairs across 59 cell lines. The task is: Regression. Given two drug SMILES strings and cell line genomic features, predict the synergy score measuring deviation from expected non-interaction effect. (1) Drug 1: CS(=O)(=O)C1=CC(=C(C=C1)C(=O)NC2=CC(=C(C=C2)Cl)C3=CC=CC=N3)Cl. Drug 2: C1C(C(OC1N2C=C(C(=O)NC2=O)F)CO)O. Cell line: SF-539. Synergy scores: CSS=41.9, Synergy_ZIP=-2.30, Synergy_Bliss=-5.56, Synergy_Loewe=-34.3, Synergy_HSA=-4.06. (2) Drug 1: CNC(=O)C1=CC=CC=C1SC2=CC3=C(C=C2)C(=NN3)C=CC4=CC=CC=N4. Drug 2: C(CCl)NC(=O)N(CCCl)N=O. Cell line: DU-145. Synergy scores: CSS=-7.37, Synergy_ZIP=2.20, Synergy_Bliss=-1.32, Synergy_Loewe=-5.18, Synergy_HSA=-4.96. (3) Drug 1: CC(C)NC(=O)C1=CC=C(C=C1)CNNC.Cl. Drug 2: CCC1(C2=C(COC1=O)C(=O)N3CC4=CC5=C(C=CC(=C5CN(C)C)O)N=C4C3=C2)O.Cl. Synergy scores: CSS=-3.73, Synergy_ZIP=-4.07, Synergy_Bliss=-10.9, Synergy_Loewe=-28.2, Synergy_HSA=-14.2. Cell line: NCI-H226. (4) Drug 2: CC1=C(C=C(C=C1)NC(=O)C2=CC=C(C=C2)CN3CCN(CC3)C)NC4=NC=CC(=N4)C5=CN=CC=C5. Synergy scores: CSS=0.356, Synergy_ZIP=2.08, Synergy_Bliss=1.57, Synergy_Loewe=-4.49, Synergy_HSA=-2.39. Drug 1: C1CC(=O)NC(=O)C1N2CC3=C(C2=O)C=CC=C3N. Cell line: MOLT-4. (5) Drug 1: C1=NC2=C(N1)C(=S)N=C(N2)N. Drug 2: CC1=C(C(CCC1)(C)C)C=CC(=CC=CC(=CC(=O)O)C)C. Cell line: BT-549. Synergy scores: CSS=3.43, Synergy_ZIP=-4.94, Synergy_Bliss=1.62, Synergy_Loewe=-10.5, Synergy_HSA=-2.52. (6) Drug 1: C1=C(C(=O)NC(=O)N1)N(CCCl)CCCl. Drug 2: CCCCCOC(=O)NC1=NC(=O)N(C=C1F)C2C(C(C(O2)C)O)O. Cell line: OVCAR-5. Synergy scores: CSS=8.88, Synergy_ZIP=-4.78, Synergy_Bliss=-1.55, Synergy_Loewe=-8.95, Synergy_HSA=-1.31.